From a dataset of Forward reaction prediction with 1.9M reactions from USPTO patents (1976-2016). Predict the product of the given reaction. (1) Given the reactants Cl[CH2:2][C:3]1[CH:12]=[CH:11][C:10]2[C:5](=[CH:6][CH:7]=[CH:8][CH:9]=2)[N:4]=1.[C-:13]#[N:14].[Na+], predict the reaction product. The product is: [N:4]1[C:5]2[C:10](=[CH:9][CH:8]=[CH:7][CH:6]=2)[CH:11]=[CH:12][C:3]=1[CH2:2][C:13]#[N:14]. (2) Given the reactants Cl.[NH2:2][C:3]1([C:8]([NH2:10])=[O:9])[CH2:7][CH2:6][CH2:5][CH2:4]1.[Cl:11][C:12]1[CH:20]=[CH:19][CH:18]=[CH:17][C:13]=1[C:14](Cl)=[O:15].C(N(CC)CC)C, predict the reaction product. The product is: [NH2:10][C:8]([C:3]1([NH:2][C:14](=[O:15])[C:13]2[CH:17]=[CH:18][CH:19]=[CH:20][C:12]=2[Cl:11])[CH2:7][CH2:6][CH2:5][CH2:4]1)=[O:9]. (3) Given the reactants [Cl:1][C:2]1[C:3]2[CH:18]=[C:17]([O:19]C)[C:16]([O:21]C)=[CH:15][C:4]=2[S:5][C:6]=1[C:7]([N:9]1[CH2:14][CH2:13][O:12][CH2:11][CH2:10]1)=[O:8].B(Br)(Br)Br, predict the reaction product. The product is: [Cl:1][C:2]1[C:3]2[CH:18]=[C:17]([OH:19])[C:16]([OH:21])=[CH:15][C:4]=2[S:5][C:6]=1[C:7]([N:9]1[CH2:10][CH2:11][O:12][CH2:13][CH2:14]1)=[O:8]. (4) Given the reactants [NH2:1][C:2]1[CH:7]=[CH:6][C:5]([I:8])=[CH:4][N:3]=1.Cl[C:10]([C:12]([CH3:19])([CH3:18])[CH2:13][O:14][C:15](=[O:17])[CH3:16])=[O:11], predict the reaction product. The product is: [I:8][C:5]1[CH:6]=[CH:7][C:2]([NH:1][C:10]([C:12]([CH3:19])([CH3:18])[CH2:13][O:14][C:15](=[O:17])[CH3:16])=[O:11])=[N:3][CH:4]=1.